Dataset: Full USPTO retrosynthesis dataset with 1.9M reactions from patents (1976-2016). Task: Predict the reactants needed to synthesize the given product. (1) Given the product [CH2:22]([N:17]([CH2:15][CH3:16])[CH2:18][CH2:19][CH2:20][NH:32][C:8]([C:6]1[CH:5]=[CH:4][CH:3]=[C:2]([Cl:1])[N:7]=1)=[O:10])[CH3:23], predict the reactants needed to synthesize it. The reactants are: [Cl:1][C:2]1[N:7]=[C:6]([C:8]([OH:10])=O)[CH:5]=[CH:4][CH:3]=1.S(Cl)(Cl)=O.[CH2:15]([N:17]([CH2:22][CH3:23])[CH2:18][CH:19](N)[CH3:20])[CH3:16].[OH-].[Na+].ClC1[N:32]=C(C(Cl)=O)C=CC=1. (2) Given the product [CH:24]([NH:27][C:28]1[N:33]2[N:34]=[C:35]([C:37]3[CH:42]=[CH:41][CH:40]=[CH:39][N:38]=3)[N:36]=[C:32]2[N:31]=[C:30]([C:43]2[CH:44]=[CH:45][C:46]([CH2:47][N:1]3[CH2:4][CH:3]([C:5]4[N:6]=[C:7]([C:10]5[CH:15]=[CH:14][CH:13]=[C:12]([CH3:16])[N:11]=5)[NH:8][N:9]=4)[CH2:2]3)=[CH:49][CH:50]=2)[C:29]=1[C:51]1[CH:56]=[CH:55][CH:54]=[CH:53][CH:52]=1)([CH3:26])[CH3:25], predict the reactants needed to synthesize it. The reactants are: [NH:1]1[CH2:4][CH:3]([C:5]2[NH:9][N:8]=[C:7]([C:10]3[CH:15]=[CH:14][CH:13]=[C:12]([CH3:16])[N:11]=3)[N:6]=2)[CH2:2]1.C(N(CC)CC)C.[CH:24]([NH:27][C:28]1[N:33]2[N:34]=[C:35]([C:37]3[CH:42]=[CH:41][CH:40]=[CH:39][N:38]=3)[N:36]=[C:32]2[N:31]=[C:30]([C:43]2[CH:50]=[CH:49][C:46]([CH:47]=O)=[CH:45][CH:44]=2)[C:29]=1[C:51]1[CH:56]=[CH:55][CH:54]=[CH:53][CH:52]=1)([CH3:26])[CH3:25].C(O)(=O)C.[BH-](OC(C)=O)(OC(C)=O)OC(C)=O.[Na+].C([O-])(O)=O.[Na+]. (3) Given the product [Cl:12][C:11]1[C:6]([CH2:5][C:4]([OH:25])=[O:3])=[C:7]([F:24])[C:8]([NH:13][CH2:14][C:15]([F:22])([F:23])[C:16]2[CH:21]=[CH:20][CH:19]=[CH:18][N:17]=2)=[N:9][CH:10]=1, predict the reactants needed to synthesize it. The reactants are: C([O:3][C:4](=[O:25])[CH2:5][C:6]1[C:11]([Cl:12])=[CH:10][N:9]=[C:8]([NH:13][CH2:14][C:15]([F:23])([F:22])[C:16]2[CH:21]=[CH:20][CH:19]=[CH:18][N:17]=2)[C:7]=1[F:24])C.[Li+].[OH-].Cl.